From a dataset of Forward reaction prediction with 1.9M reactions from USPTO patents (1976-2016). Predict the product of the given reaction. (1) Given the reactants [C:1]([O:9][CH2:10][CH3:11])(=[O:8])[CH2:2][C:3]([O:5][CH2:6][CH3:7])=[O:4].[H-].[Na+].Cl[CH2:15][C:16](Cl)=[O:17], predict the reaction product. The product is: [CH2:10]([O:9][C:1]1[O:8][CH2:15][C:16](=[O:17])[C:2]=1[C:3]([O:5][CH2:6][CH3:7])=[O:4])[CH3:11]. (2) Given the reactants [Cl:1][C:2]1[CH:3]=[C:4]([C@@H:8]([OH:39])[CH2:9][N:10]([C@H:18]([CH3:38])[CH2:19][C:20]2[CH:25]=[CH:24][C:23]([S:26]([C:29]3[CH:34]=[CH:33][C:32]([CH3:35])=[CH:31][C:30]=3[CH:36]=O)(=[O:28])=[O:27])=[CH:22][CH:21]=2)[C:11](=[O:17])[O:12][C:13]([CH3:16])([CH3:15])[CH3:14])[CH:5]=[CH:6][CH:7]=1.[C:40]([CH:45]=P(C1C=CC=CC=1)(C1C=CC=CC=1)C1C=CC=CC=1)([O:42][CH2:43][CH3:44])=[O:41].C(=O)(O)[O-].[Na+], predict the reaction product. The product is: [C:13]([O:12][C:11]([N:10]([CH2:9][C@@H:8]([C:4]1[CH:5]=[CH:6][CH:7]=[C:2]([Cl:1])[CH:3]=1)[OH:39])[C@H:18]([CH3:38])[CH2:19][C:20]1[CH:25]=[CH:24][C:23]([S:26]([C:29]2[CH:34]=[CH:33][C:32]([CH3:35])=[CH:31][C:30]=2/[CH:36]=[CH:45]/[C:40]([O:42][CH2:43][CH3:44])=[O:41])(=[O:27])=[O:28])=[CH:22][CH:21]=1)=[O:17])([CH3:14])([CH3:16])[CH3:15]. (3) Given the reactants [C:1]([C:3]1[CH:8]=[CH:7][C:6]([N:9]2[CH2:18][CH2:17][C:16]3[C:15]([NH:19][C:20]4[CH:21]=[C:22]([CH:26]=[CH:27][N:28]=4)[C:23](O)=[O:24])=[N:14][CH:13]=[N:12][C:11]=3[CH2:10]2)=[CH:5][C:4]=1[C:29]([F:32])([F:31])[F:30])#[N:2].[F:33][C:34]([F:38])([F:37])[CH2:35][NH2:36].CN(C(ON1N=NC2C=CC=NC1=2)=[N+](C)C)C.F[P-](F)(F)(F)(F)F.C(N(C(C)C)CC)(C)C, predict the reaction product. The product is: [C:1]([C:3]1[CH:8]=[CH:7][C:6]([N:9]2[CH2:18][CH2:17][C:16]3[C:15]([NH:19][C:20]4[CH:21]=[C:22]([CH:26]=[CH:27][N:28]=4)[C:23]([NH:36][CH2:35][C:34]([F:38])([F:37])[F:33])=[O:24])=[N:14][CH:13]=[N:12][C:11]=3[CH2:10]2)=[CH:5][C:4]=1[C:29]([F:30])([F:32])[F:31])#[N:2]. (4) Given the reactants [CH2:1]([C:3]1[C:4]([O:14][CH2:15][CH2:16][CH2:17][C:18]2[C:19]([CH:33]([CH3:35])[CH3:34])=[N:20][N:21]([C:23]3[N:24]=[N:25][C:26]([C:29]([F:32])([F:31])[F:30])=[CH:27][CH:28]=3)[CH:22]=2)=[C:5]([CH2:9][C:10]([O:12]C)=[O:11])[CH:6]=[CH:7][CH:8]=1)[CH3:2].[OH-].[Na+].O1CCCC1.Cl, predict the reaction product. The product is: [CH2:1]([C:3]1[C:4]([O:14][CH2:15][CH2:16][CH2:17][C:18]2[C:19]([CH:33]([CH3:34])[CH3:35])=[N:20][N:21]([C:23]3[N:24]=[N:25][C:26]([C:29]([F:32])([F:30])[F:31])=[CH:27][CH:28]=3)[CH:22]=2)=[C:5]([CH2:9][C:10]([OH:12])=[O:11])[CH:6]=[CH:7][CH:8]=1)[CH3:2]. (5) Given the reactants [Mg+2].[Cl-].[Cl-].[C:4]([O-:10])(=[O:9])[CH2:5][C:6]([O-:8])=O.[K+].[K+].C(N([CH2:18][CH3:19])CC)C.[O:20]1[CH:24]=[CH:23][CH:22]=[C:21]1[C:25]1[CH:26]=[C:27]([CH2:31][CH2:32]C(O)=O)[CH:28]=[CH:29][CH:30]=1.C(N1C=CN=C1)(N1C=CN=C1)=O, predict the reaction product. The product is: [O:20]1[CH:24]=[CH:23][CH:22]=[C:21]1[C:25]1[CH:26]=[C:27]([CH2:31][CH2:32][C:6](=[O:8])[CH2:5][C:4]([O:10][CH2:18][CH3:19])=[O:9])[CH:28]=[CH:29][CH:30]=1. (6) The product is: [F:24][C:23]1[C:7]([CH:6]=[O:10])=[CH:21][NH:20][C:19]=1[C:18]1[C:13]([F:12])=[N:14][CH:15]=[CH:16][CH:17]=1. Given the reactants CN(C)C=O.[C:6](Cl)(=[O:10])[C:7](Cl)=O.[F:12][C:13]1[C:18]([C:19]2[N:20]([Si](C(C)C)(C(C)C)C(C)C)[CH:21]=C[C:23]=2[F:24])=[CH:17][CH:16]=[CH:15][N:14]=1.[OH-].[Na+], predict the reaction product. (7) Given the reactants [Cl:1][C:2]1[C:7]([C:8]2[O:9][C:10]([C:13]3[C:14]([C:19]4[CH:24]=[CH:23][CH:22]=[CH:21][CH:20]=4)=[N:15][O:16][C:17]=3[CH3:18])=[N:11][N:12]=2)=[CH:6][CH:5]=[C:4](Cl)[N:3]=1.[H-].[Na+].[O:28]1CCC[CH2:29]1, predict the reaction product. The product is: [Cl:1][C:2]1[C:7]([C:8]2[O:9][C:10]([C:13]3[C:14]([C:19]4[CH:24]=[CH:23][CH:22]=[CH:21][CH:20]=4)=[N:15][O:16][C:17]=3[CH3:18])=[N:11][N:12]=2)=[CH:6][CH:5]=[C:4]([O:28][CH3:29])[N:3]=1. (8) Given the reactants [OH:1][C:2]([CH3:26])([CH3:25])[C:3]([O:5][CH:6]([C:17]1[CH:22]=[CH:21][C:20]([O:23][CH3:24])=[CH:19][CH:18]=1)[C:7]([C:9]1[CH:10]=[N:11][C:12]([O:15][CH3:16])=[CH:13][CH:14]=1)=O)=O.C([O-])(=O)C.[NH4+:31], predict the reaction product. The product is: [CH3:24][O:23][C:20]1[CH:21]=[CH:22][C:17]([C:6]2[O:5][C:3]([C:2]([OH:1])([CH3:26])[CH3:25])=[N:31][C:7]=2[C:9]2[CH:10]=[N:11][C:12]([O:15][CH3:16])=[CH:13][CH:14]=2)=[CH:18][CH:19]=1. (9) Given the reactants Br[CH2:2][C:3]([C:5]1[CH:10]=[CH:9][CH:8]=[C:7]([Br:11])[CH:6]=1)=O.[NH2:12][C:13]([NH2:15])=[S:14], predict the reaction product. The product is: [Br:11][C:7]1[CH:6]=[C:5]([C:3]2[N:12]=[C:13]([NH2:15])[S:14][CH:2]=2)[CH:10]=[CH:9][CH:8]=1. (10) Given the reactants Br[C:2]1[S:6][C:5]([C:7]2([S:11]([NH:14][C:15](=[O:17])[CH3:16])(=[O:13])=[O:12])[CH2:10][CH2:9][CH2:8]2)=[N:4][CH:3]=1.[CH3:18][C:19]1[CH:20]=[C:21]([NH:34][C:35]2[N:40]=[C:39]([C:41]([F:44])([F:43])[F:42])[CH:38]=[CH:37][N:36]=2)[CH:22]=[C:23](B2OC(C)(C)C(C)(C)O2)[CH:24]=1.C(Cl)Cl.C([O-])([O-])=O.[Na+].[Na+], predict the reaction product. The product is: [CH3:18][C:19]1[CH:24]=[C:23]([C:2]2[S:6][C:5]([C:7]3([S:11]([NH:14][C:15](=[O:17])[CH3:16])(=[O:13])=[O:12])[CH2:10][CH2:9][CH2:8]3)=[N:4][CH:3]=2)[CH:22]=[C:21]([NH:34][C:35]2[N:40]=[C:39]([C:41]([F:44])([F:42])[F:43])[CH:38]=[CH:37][N:36]=2)[CH:20]=1.